Dataset: Forward reaction prediction with 1.9M reactions from USPTO patents (1976-2016). Task: Predict the product of the given reaction. (1) Given the reactants Br[CH2:2][CH2:3][OH:4].[C:5]([N:8]1[CH2:13][CH2:12][NH:11][CH2:10][C@H:9]1[CH3:14])(=[O:7])[CH3:6].C(=O)([O-])[O-].[K+].[K+], predict the reaction product. The product is: [C:5]([N:8]1[CH2:13][CH2:12][N:11]([CH2:2][CH2:3][OH:4])[CH2:10][C@H:9]1[CH3:14])(=[O:7])[CH3:6]. (2) Given the reactants [C:1]([C:5]1[CH:9]=[C:8]([NH:10][C:11](=[O:42])[NH:12][C:13]2[C:22]3[C:17](=[CH:18][CH:19]=[CH:20][CH:21]=3)[C:16]([O:23][C:24]3[CH:29]=[CH:28][N:27]=[C:26]([NH:30][C:31](=[O:41])[CH2:32][NH:33]C(=O)OC(C)(C)C)[CH:25]=3)=[CH:15][CH:14]=2)[N:7]([C:43]2[CH:48]=[CH:47][C:46]([CH3:49])=[CH:45][CH:44]=2)[N:6]=1)([CH3:4])([CH3:3])[CH3:2].C(O)(C(F)(F)F)=O, predict the reaction product. The product is: [NH2:33][CH2:32][C:31]([NH:30][C:26]1[CH:25]=[C:24]([O:23][C:16]2[C:17]3[C:22](=[CH:21][CH:20]=[CH:19][CH:18]=3)[C:13]([NH:12][C:11]([NH:10][C:8]3[N:7]([C:43]4[CH:48]=[CH:47][C:46]([CH3:49])=[CH:45][CH:44]=4)[N:6]=[C:5]([C:1]([CH3:4])([CH3:3])[CH3:2])[CH:9]=3)=[O:42])=[CH:14][CH:15]=2)[CH:29]=[CH:28][N:27]=1)=[O:41]. (3) Given the reactants Cl[C:2]1[N:9]=[CH:8][CH:7]=[C:6]([N:10]([CH3:12])[CH3:11])[C:3]=1[C:4]#[N:5].C([O-])(=O)C.[Na+].O.[NH2:19][NH2:20], predict the reaction product. The product is: [CH3:11][N:10]([CH3:12])[C:6]1[C:3]2[C:4]([NH2:5])=[N:20][NH:19][C:2]=2[N:9]=[CH:8][CH:7]=1. (4) Given the reactants [C:1]([NH:7][C:8]1[CH:13]=[CH:12][CH:11]=[CH:10][N:9]=1)(=[O:6])[C:2]([CH3:5])([CH3:4])[CH3:3].C([Li])CCC.[I:19]I, predict the reaction product. The product is: [I:19][C:13]1[C:8]([NH:7][C:1](=[O:6])[C:2]([CH3:5])([CH3:4])[CH3:3])=[N:9][CH:10]=[CH:11][CH:12]=1. (5) Given the reactants [NH2:1][C:2]1[CH:12]=[C:11]([CH3:13])[C:10]([Br:14])=[CH:9][C:3]=1[C:4]([O:6][CH2:7][CH3:8])=[O:5].NC1C([Cl:27])=C(C=O)C(C(F)(F)F)=CC=1C(OCC)=O, predict the reaction product. The product is: [NH2:1][C:2]1[C:12]([Cl:27])=[C:11]([CH3:13])[C:10]([Br:14])=[CH:9][C:3]=1[C:4]([O:6][CH2:7][CH3:8])=[O:5]. (6) Given the reactants Br[C:2]1[CH:7]=[CH:6][N:5]=[C:4]2[N:8]([S:21]([C:24]3[CH:30]=[CH:29][C:27]([CH3:28])=[CH:26][CH:25]=3)(=[O:23])=[O:22])[C:9]([C:11]3[CH:16]=[CH:15][C:14]([C:17]([OH:20])([CH3:19])[CH3:18])=[CH:13][CH:12]=3)=[CH:10][C:3]=12.[C:31]([C:33]1[CH:51]=[C:50](B2OC(C)(C)C(C)(C)O2)[CH:49]=[CH:48][C:34]=1[O:35][C@@H:36]1[CH2:40][CH2:39][N:38]([C:41]([O:43][C:44]([CH3:47])([CH3:46])[CH3:45])=[O:42])[CH2:37]1)#[N:32].C([O-])([O-])=O.[Na+].[Na+].C([O-])(O)=O.[Na+].[O-]S([O-])(=O)=O.[Mg+2], predict the reaction product. The product is: [C:31]([C:33]1[CH:51]=[C:50]([C:2]2[CH:7]=[CH:6][N:5]=[C:4]3[N:8]([S:21]([C:24]4[CH:25]=[CH:26][C:27]([CH3:28])=[CH:29][CH:30]=4)(=[O:22])=[O:23])[C:9]([C:11]4[CH:16]=[CH:15][C:14]([C:17]([OH:20])([CH3:18])[CH3:19])=[CH:13][CH:12]=4)=[CH:10][C:3]=23)[CH:49]=[CH:48][C:34]=1[O:35][C@@H:36]1[CH2:40][CH2:39][N:38]([C:41]([O:43][C:44]([CH3:47])([CH3:46])[CH3:45])=[O:42])[CH2:37]1)#[N:32].